The task is: Predict the product of the given reaction.. This data is from Forward reaction prediction with 1.9M reactions from USPTO patents (1976-2016). (1) Given the reactants CC(C)([O-])C.[Na+].[NH2:7][C:8]1[CH:13]=[C:12]([C:14]([F:17])([F:16])[F:15])[CH:11]=[CH:10][N:9]=1.Br[C:19]1[N:24]=[C:23]([C:25]2[S:29][C:28]([C:30]3([OH:41])[CH2:35][CH2:34][CH:33]([C:36]([O-:38])=O)[C:32]([CH3:40])([CH3:39])[CH2:31]3)=[N:27][CH:26]=2)[CH:22]=[C:21]([CH3:42])[CH:20]=1.N#N, predict the reaction product. The product is: [CH3:39][C:32]1([CH3:40])[CH2:31][C:30]2([C:28]3[S:29][C:25]([C:23]4[CH:22]=[C:21]([CH3:42])[CH:20]=[C:19]([NH:7][C:8]5[CH:13]=[C:12]([C:14]([F:15])([F:17])[F:16])[CH:11]=[CH:10][N:9]=5)[N:24]=4)=[CH:26][N:27]=3)[CH2:35][CH2:34][C@@H:33]1[C:36](=[O:38])[O:41]2. (2) Given the reactants [Cl:1][C:2]1[S:6][C:5]([C:7]([OH:9])=O)=[CH:4][CH:3]=1.C(Cl)(=O)C([Cl:13])=O, predict the reaction product. The product is: [Cl:1][C:2]1[S:6][C:5]([C:7]([Cl:13])=[O:9])=[CH:4][CH:3]=1. (3) Given the reactants [C:1]1([CH:7]([CH2:11][C:12]([OH:14])=[O:13])[C:8]([OH:10])=[O:9])[CH:6]=[CH:5][CH:4]=[CH:3][CH:2]=1.OS(O)(=O)=O.[C:20]1(C)C=CC=C[CH:21]=1.[CH3:27][CH2:28]O, predict the reaction product. The product is: [C:1]1([CH:7]([CH2:11][C:12]([O:14][CH2:27][CH3:28])=[O:13])[C:8]([O:10][CH2:20][CH3:21])=[O:9])[CH:2]=[CH:3][CH:4]=[CH:5][CH:6]=1.